From a dataset of NCI-60 drug combinations with 297,098 pairs across 59 cell lines. Regression. Given two drug SMILES strings and cell line genomic features, predict the synergy score measuring deviation from expected non-interaction effect. (1) Drug 1: C1=NNC2=C1C(=O)NC=N2. Drug 2: CC(C)CN1C=NC2=C1C3=CC=CC=C3N=C2N. Cell line: M14. Synergy scores: CSS=-1.81, Synergy_ZIP=0.490, Synergy_Bliss=-3.17, Synergy_Loewe=-3.50, Synergy_HSA=-5.05. (2) Drug 1: CC1=C2C(C(=O)C3(C(CC4C(C3C(C(C2(C)C)(CC1OC(=O)C(C(C5=CC=CC=C5)NC(=O)C6=CC=CC=C6)O)O)OC(=O)C7=CC=CC=C7)(CO4)OC(=O)C)O)C)OC(=O)C. Drug 2: CC1C(C(CC(O1)OC2CC(CC3=C2C(=C4C(=C3O)C(=O)C5=C(C4=O)C(=CC=C5)OC)O)(C(=O)CO)O)N)O.Cl. Cell line: OVCAR-4. Synergy scores: CSS=23.9, Synergy_ZIP=-6.04, Synergy_Bliss=-4.93, Synergy_Loewe=-2.37, Synergy_HSA=-1.77. (3) Drug 1: CCN(CC)CCNC(=O)C1=C(NC(=C1C)C=C2C3=C(C=CC(=C3)F)NC2=O)C. Drug 2: CC1C(C(CC(O1)OC2CC(CC3=C2C(=C4C(=C3O)C(=O)C5=C(C4=O)C(=CC=C5)OC)O)(C(=O)CO)O)N)O.Cl. Cell line: OVCAR-4. Synergy scores: CSS=23.2, Synergy_ZIP=3.54, Synergy_Bliss=4.33, Synergy_Loewe=-5.38, Synergy_HSA=1.60. (4) Drug 1: CC(C)(C#N)C1=CC(=CC(=C1)CN2C=NC=N2)C(C)(C)C#N. Drug 2: CCCCCOC(=O)NC1=NC(=O)N(C=C1F)C2C(C(C(O2)C)O)O. Cell line: HOP-62. Synergy scores: CSS=24.3, Synergy_ZIP=-0.354, Synergy_Bliss=0.279, Synergy_Loewe=15.7, Synergy_HSA=3.38.